Dataset: Experimentally validated miRNA-target interactions with 360,000+ pairs, plus equal number of negative samples. Task: Binary Classification. Given a miRNA mature sequence and a target amino acid sequence, predict their likelihood of interaction. (1) The miRNA is hsa-miR-3974 with sequence AAAGGUCAUUGUAAGGUUAAUGC. The protein sequence of the target gene is MPAAAGDGLLGEPAAPGGGGGAEDAARPAAACEGSFLPAWVSGVPRERLRDFQHHKRVGNYLIGSRKLGEGSFAKVREGLHVLTGEKVAIKVIDKKRAKKDTYVTKNLRREGQIQQMIRHPNITQLLDILETENSYYLVMELCPGGNLMHKIYEKKRLEESEARRYIRQLISAVEHLHRAGVVHRDLKIENLLLDEDNNIKLIDFGLSNCAGILGYSDPFSTQCGSPAYAAPELLARKKYGPKIDVWSIGVNMYAMLTGTLPFTVEPFSLRALYQKMVDKEMNPLPTQLSTGAISFLRSL.... Result: 1 (interaction). (2) The miRNA is hsa-miR-4456 with sequence CCUGGUGGCUUCCUUUU. The protein sequence of the target gene is MSHGHSHGGGGCRCAAEREEPPEQRGLAYGLYLRIDLERLQCLNESREGSGRGVFKPWEERTDRSKFVESDADEELLFNIPFTGNVKLKGIIIMGEDDDSHPSEMRLYKNIPQMSFDDTEREPDQTFSLNRDLTGELEYATKISRFSNVYHLSIHISKNFGADTTKVFYIGLRGEWTELRRHEVTICNYEASANPADHRVHQVTPQTHFIS. Result: 0 (no interaction). (3) The miRNA is hsa-miR-4778-3p with sequence UCUUCUUCCUUUGCAGAGUUGA. The protein sequence of the target gene is MQAAWLLGALVVPQLLGFGHGARGAEREWEGGWGGAQEEEREREALMLKHLQEALGLPAGRGDENPAGTVEGKEDWEMEEDQGEEEEEEATPTPSSGPSPSPTPEDIVTYILGRLAGLDAGLHQLHVRLHALDTRVVELTQGLRQLRNAAGDTRDAVQALQEAQGRAEREHGRLEGCLKGLRLGHKCFLLSRDFEAQAAAQARCTARGGSLAQPADRQQMEALTRYLRAALAPYNWPVWLGVHDRRAEGLYLFENGQRVSFFAWHRSPRPELGAQPSASPHPLSPDQPNGGTLENCVAQA.... Result: 0 (no interaction). (4) The miRNA is hsa-miR-6895-5p with sequence CAGGGCCAGGCACAGAGUAAG. The protein sequence of the target gene is MKTFIIGISGVTNSGKTTLAKNLQKHLPNCSVISQDDFFKPESEIETDKNGFLQYDVLEALNMEKMMSAISCWMESARHSVVSTDQESAEEIPILIIEGFLLFNYKPLDTIWNRSYFLTIPYEECKRRRSTRVYQPPDSPGYFDGHVWPMYLKYRQEMQDITWEVVYLDGTKSEEDLFLQVYEDLIQELAKQKCLQVTA. Result: 0 (no interaction). (5) The miRNA is hsa-miR-3120-5p with sequence CCUGUCUGUGCCUGCUGUACA. The protein sequence of the target gene is MLGAWAVEGTAVALLRLLLLLLPPAIRGPGLGVAGVAGAAGAGLPESVIWAVNAGGEAHVDVHGIHFRKDPLEGRVGRASDYGMKLPILRSNPEDQILYQTERYNEETFGYEVPIKEEGDYVLVLKFAEVYFAQSQQKVFDVRLNGHVVVKDLDIFDRVGHSTAHDEIIPMSIRKGKLSVQGEVSTFTGKLYIEFVKGYYDNPKVCALYIMAGTVDDVPKLQPHPGLEKKEEEEEEEEYDEGSNLKKQTNKNRVQSGPRTPNPYASDNSSLMFPILVAFGVFIPTLFCLCRL. Result: 0 (no interaction). (6) The miRNA is hsa-miR-1278 with sequence UAGUACUGUGCAUAUCAUCUAU. The protein sequence of the target gene is MSTETELQVAVKTSAKKDSRKKGQDRSEATLIKRFKGEGVRYKAKLIGIDEVSAARGDKLCQDSMMKLKGVVAGARSKGEHKQKIFLTISFGGIKIFDEKTGALQHHHAVHEISYIAKDITDHRAFGYVCGKEGNHRFVAIKTAQAAEPVILDLRDLFQLIYELKQREELEKKAQKDKQCEQAVYQTILEEDVEDPVYQYIVFEAGHEPIRDPETEENIYQVPTSQKKEGVYDVPKSQPNSQPLEDFESRFAAATPNRNLSMDFDELLEATKVSAVTQLELFGDMSTPPDITSPPTPATP.... Result: 0 (no interaction). (7) The miRNA is hsa-miR-6817-5p with sequence UCUGCCAUAGGAAGCUUGGAGUGG. The protein sequence of the target gene is MMRTTEDFHKPSATLNSNTATKGRYIYLEAFLEGGAPWGFTLKGGLEHGEPLIISKVEEGGKADTLSSKLQAGDEVVHINEVTLSSSRKEAVSLVKGSYKTLRLVVRRDVCTDPGHADTGASNFVSPEHLTSGPQHRKAAWSGGVKLRLKHRRSEPAGRPHSWHTTKSGEKQPDASMMQISQGMIGPPWHQSYHSSSSTSDLSNYDHAYLRRSPDQCSSQGSMESLEPSGAYPPCHLSPAKSTGSIDQLSHFHNKRDSAYSSFSTSSSILEYPHPGISGRERSGSMDNTSARGGLLEGMR.... Result: 1 (interaction).